Dataset: Forward reaction prediction with 1.9M reactions from USPTO patents (1976-2016). Task: Predict the product of the given reaction. (1) Given the reactants [C:1]([O:5][C:6]([N:8]1[CH2:13][CH2:12][CH:11]([NH2:14])[CH2:10][CH2:9]1)=[O:7])([CH3:4])([CH3:3])[CH3:2].Cl[C:16]1[CH:21]=[CH:20][N:19]=[CH:18][CH:17]=1, predict the reaction product. The product is: [C:1]([O:5][C:6]([N:8]1[CH2:13][CH2:12][CH:11]([NH:14][C:16]2[CH:21]=[CH:20][N:19]=[CH:18][CH:17]=2)[CH2:10][CH2:9]1)=[O:7])([CH3:4])([CH3:2])[CH3:3]. (2) Given the reactants [CH3:1][C:2]1[CH:3]=[C:4]([CH3:15])[C:5]2[C:6]3[CH2:14][NH:13][CH2:12][CH2:11][C:7]=3[NH:8][C:9]=2[CH:10]=1.[C:16](O[C:16]([O:18][C:19]([CH3:22])([CH3:21])[CH3:20])=[O:17])([O:18][C:19]([CH3:22])([CH3:21])[CH3:20])=[O:17].[OH-].[Na+].CCOCC, predict the reaction product. The product is: [C:19]([O:18][C:16]([N:13]1[CH2:12][CH2:11][C:7]2[NH:8][C:9]3[CH:10]=[C:2]([CH3:1])[CH:3]=[C:4]([CH3:15])[C:5]=3[C:6]=2[CH2:14]1)=[O:17])([CH3:22])([CH3:21])[CH3:20]. (3) Given the reactants [N+:1]([C:4]1[CH:5]=[C:6]([S:10](Cl)(=[O:12])=[O:11])[CH:7]=[CH:8][CH:9]=1)([O-:3])=[O:2].[CH2:14]([O:17][C:18]([NH:20][CH:21]([C:28]1[CH:33]=[CH:32][CH:31]=[C:30]([NH2:34])[CH:29]=1)[CH2:22][C:23]([O:25][CH2:26][CH3:27])=[O:24])=[O:19])[CH:15]=[CH2:16], predict the reaction product. The product is: [CH2:26]([O:25][C:23](=[O:24])[CH2:22][CH:21]([NH:20][C:18]([O:17][CH2:14][CH:15]=[CH2:16])=[O:19])[C:28]1[CH:33]=[CH:32][CH:31]=[C:30]([NH:34][S:10]([C:6]2[CH:7]=[CH:8][CH:9]=[C:4]([N+:1]([O-:3])=[O:2])[CH:5]=2)(=[O:12])=[O:11])[CH:29]=1)[CH3:27]. (4) Given the reactants C(OC(N1CC[CH:14]([CH:17]([O:20][C:21]2[CH:43]=[CH:42][C:24]3[C:25]4[N:29]([CH2:30][CH2:31][O:32][C:23]=3[CH:22]=2)[CH:28]=[C:27]([C:33]2[N:34]([CH:39]([CH3:41])[CH3:40])[N:35]=[C:36]([CH3:38])[N:37]=2)[N:26]=4)[CH2:18]C)CC1)=O)C1C=CC=CC=1.C([O-])([O-])=O.[Cs+].[Cs+].[CH3:50][O:51][C:52](=[O:57])C(Br)(C)C, predict the reaction product. The product is: [CH3:50][O:51][C:52](=[O:57])[C:17]([O:20][C:21]1[CH:43]=[CH:42][C:24]2[C:25]3[N:29]([CH2:30][CH2:31][O:32][C:23]=2[CH:22]=1)[CH:28]=[C:27]([C:33]1[N:34]([CH:39]([CH3:41])[CH3:40])[N:35]=[C:36]([CH3:38])[N:37]=1)[N:26]=3)([CH3:18])[CH3:14]. (5) Given the reactants O.[C:2]1([C:8]([CH:10]=[O:11])=[O:9])[CH:7]=[CH:6][CH:5]=[CH:4][CH:3]=1.[F:12][C:13]([Si](C)(C)C)([F:15])[F:14].[F-].[Cs+], predict the reaction product. The product is: [F:12][C:13]([F:15])([F:14])[CH:10]([OH:11])[C:8]([C:2]1[CH:7]=[CH:6][CH:5]=[CH:4][CH:3]=1)=[O:9]. (6) Given the reactants [C:1]([CH:9]1[CH2:13][CH:12]([O:14][Si](C(C)(C)C)(C)C)[CH2:11][N:10]1[C:22]([O:24][C:25]([CH3:28])(C)C)=[O:23])(=[O:8])[C:2]1[CH:7]=[CH:6][CH:5]=[CH:4][CH:3]=1.Cl.CO.Cl.O1CCOCC1.C(=O)([O-])O.[Na+].[N+:44]([C:47]1[CH:57]=[CH:56]C(COC(Cl)=O)=[CH:49][CH:48]=1)([O-:46])=[O:45], predict the reaction product. The product is: [C:1]([CH:9]1[CH2:13][CH:12]([OH:14])[CH2:11][N:10]1[C:22]([O:24][CH2:25][C:28]1[CH:56]=[CH:57][C:47]([N+:44]([O-:46])=[O:45])=[CH:48][CH:49]=1)=[O:23])(=[O:8])[C:2]1[CH:3]=[CH:4][CH:5]=[CH:6][CH:7]=1. (7) Given the reactants [C:1]([C:5]1[CH:9]=[C:8]([OH:10])[O:7][N:6]=1)([CH3:4])([CH3:3])[CH3:2].C1N2CN3CN(C2)CN1C3.FC(F)(F)[C:23](O)=[O:24], predict the reaction product. The product is: [C:1]([C:5]1[C:9]([CH:23]=[O:24])=[C:8]([OH:10])[O:7][N:6]=1)([CH3:4])([CH3:3])[CH3:2]. (8) Given the reactants C[O:2][C:3](=[O:19])[CH2:4][N:5]1[C:10]2[CH:11]=[CH:12][CH:13]=[CH:14][C:9]=2[S:8][CH:7]([CH:15]([CH3:17])[CH3:16])[C:6]1=[O:18].[OH-].[Na+], predict the reaction product. The product is: [CH:15]([CH:7]1[C:6](=[O:18])[N:5]([CH2:4][C:3]([OH:19])=[O:2])[C:10]2[CH:11]=[CH:12][CH:13]=[CH:14][C:9]=2[S:8]1)([CH3:17])[CH3:16]. (9) Given the reactants Cl.[NH2:2][C@H:3]([C:11]([NH:13][C@H:14]([C:25]([NH:27][CH2:28][CH2:29][CH2:30][CH2:31][CH3:32])=[O:26])[CH2:15][C:16]1[CH:21]=[CH:20][C:19]([N+:22]([O-:24])=[O:23])=[CH:18][CH:17]=1)=[O:12])[CH2:4][C:5]1[CH:10]=[CH:9][CH:8]=[CH:7][CH:6]=1.[C:33]1(=[O:39])[O:38][C:36](=[O:37])[CH2:35][CH2:34]1, predict the reaction product. The product is: [OH:38][C:36](=[O:37])[CH2:35][CH2:34][C:33]([NH:2][C@H:3]([C:11]([NH:13][C@H:14]([C:25]([NH:27][CH2:28][CH2:29][CH2:30][CH2:31][CH3:32])=[O:26])[CH2:15][C:16]1[CH:17]=[CH:18][C:19]([N+:22]([O-:24])=[O:23])=[CH:20][CH:21]=1)=[O:12])[CH2:4][C:5]1[CH:10]=[CH:9][CH:8]=[CH:7][CH:6]=1)=[O:39].